This data is from Full USPTO retrosynthesis dataset with 1.9M reactions from patents (1976-2016). The task is: Predict the reactants needed to synthesize the given product. (1) The reactants are: [N:1]1[CH:6]=[CH:5][CH:4]=[CH:3][C:2]=1[CH2:7][O:8][C:9]1[N:14]=[C:13]2[CH2:15][CH2:16][CH2:17][C:12]2=[C:11]([C:18]2[N:23]=[C:22](C(OCC)=O)[CH:21]=[N:20][CH:19]=2)[CH:10]=1.[CH3:29][Mg]I.O.C([O:36][CH2:37][CH3:38])(=O)C. Given the product [N:1]1[CH:6]=[CH:5][CH:4]=[CH:3][C:2]=1[CH2:7][O:8][C:9]1[N:14]=[C:13]2[CH2:15][CH2:16][CH2:17][C:12]2=[C:11]([C:18]2[N:23]=[C:22]([C:37]([OH:36])([CH3:38])[CH3:29])[CH:21]=[N:20][CH:19]=2)[CH:10]=1, predict the reactants needed to synthesize it. (2) Given the product [F:14][C:15]1[CH:24]=[C:23]2[C:18]([CH2:19][CH2:20][N:21]([C:11]([C:9]3[CH:10]=[C:5]4[N:4]=[CH:3][C:2]([Br:1])=[CH:7][N:6]4[N:8]=3)=[O:13])[N:22]2[CH3:25])=[CH:17][CH:16]=1, predict the reactants needed to synthesize it. The reactants are: [Br:1][C:2]1[CH:3]=[N:4][C:5]2[N:6]([N:8]=[C:9]([C:11]([OH:13])=O)[CH:10]=2)[CH:7]=1.[F:14][C:15]1[CH:24]=[C:23]2[C:18]([CH2:19][CH2:20][NH:21][N:22]2[CH3:25])=[CH:17][CH:16]=1.